From a dataset of TCR-epitope binding with 47,182 pairs between 192 epitopes and 23,139 TCRs. Binary Classification. Given a T-cell receptor sequence (or CDR3 region) and an epitope sequence, predict whether binding occurs between them. (1) The epitope is IPIQASLPF. The TCR CDR3 sequence is CASSPEGSGSLNTEAFF. Result: 1 (the TCR binds to the epitope). (2) The epitope is YSEHPTFTSQY. The TCR CDR3 sequence is CSAPDRDTEAFF. Result: 1 (the TCR binds to the epitope). (3) The epitope is TPINLVRDL. Result: 0 (the TCR does not bind to the epitope). The TCR CDR3 sequence is CATTPNQRRRASNQPQHF.